From a dataset of Forward reaction prediction with 1.9M reactions from USPTO patents (1976-2016). Predict the product of the given reaction. (1) Given the reactants [Cl:1][C:2]1[CH:7]=[CH:6][C:5]([CH:8]2[CH2:13][CH2:12][N:11]([C:14]([NH:16][C:17]3[CH:22]=C[C:20]([N:23]4[CH2:27][CH2:26][C@H:25]([CH2:28][NH:29][C:30](=[O:36])[O:31][C:32]([CH3:35])([CH3:34])[CH3:33])[CH2:24]4)=[CH:19][CH:18]=3)=[O:15])[CH2:10][CH2:9]2)=[CH:4][CH:3]=1.ClC1C=CC([N+]([O-])=O)=C[N:39]=1, predict the reaction product. The product is: [Cl:1][C:2]1[CH:3]=[CH:4][C:5]([CH:8]2[CH2:13][CH2:12][N:11]([C:14]([NH:16][C:17]3[CH:18]=[CH:19][C:20]([N:23]4[CH2:27][CH2:26][C@H:25]([CH2:28][NH:29][C:30](=[O:36])[O:31][C:32]([CH3:34])([CH3:35])[CH3:33])[CH2:24]4)=[N:39][CH:22]=3)=[O:15])[CH2:10][CH2:9]2)=[CH:6][CH:7]=1. (2) Given the reactants [CH2:1]([C:3]1[CH:8]=[CH:7][C:6](B(O)O)=[CH:5][CH:4]=1)[CH3:2].C(=O)([O-])[O-].[Na+].[Na+].Br[C:19]1[CH:20]=[C:21]2[C:25](=[CH:26][C:27]=1[Cl:28])[N:24]([CH2:29][O:30][CH2:31][CH2:32][Si:33]([CH3:36])([CH3:35])[CH3:34])[N:23]=[C:22]2[NH:37][C:38](=[O:42])[CH2:39][CH2:40][CH3:41], predict the reaction product. The product is: [Cl:28][C:27]1[CH:26]=[C:25]2[C:21]([C:22]([NH:37][C:38](=[O:42])[CH2:39][CH2:40][CH3:41])=[N:23][N:24]2[CH2:29][O:30][CH2:31][CH2:32][Si:33]([CH3:36])([CH3:35])[CH3:34])=[CH:20][C:19]=1[C:6]1[CH:7]=[CH:8][C:3]([CH2:1][CH3:2])=[CH:4][CH:5]=1. (3) Given the reactants Cl[C:2]1[N:7]=[C:6](Cl)[N:5]=[C:4]([Cl:9])[N:3]=1.Cl.[CH:11]1([C@H:14]([NH2:16])[CH3:15])[CH2:13][CH2:12]1.CC[N:19]([CH:23]([CH3:25])[CH3:24])C(C)C.[F-].[Cs+].[CH3:28][C:29](C)=O, predict the reaction product. The product is: [Cl:9][C:4]1[N:3]=[C:2]([NH:16][C@@H:14]([CH:11]2[CH2:13][CH2:12]2)[CH3:15])[N:7]=[C:6]([NH:19][C@@H:23]([CH:24]2[CH2:29][CH2:28]2)[CH3:25])[N:5]=1. (4) Given the reactants [C-:1]#[N:2].[Na+].[Cl:4][C:5]1[CH:10]=[CH:9][CH:8]=[CH:7][C:6]=1[N:11]1[CH:19]=[N:18][C:17]2[C:12]1=[N:13][C:14](S(CCC)(=O)=O)=[N:15][C:16]=2[N:20]1[CH2:25][CH2:24][O:23][CH2:22][CH2:21]1, predict the reaction product. The product is: [Cl:4][C:5]1[CH:10]=[CH:9][CH:8]=[CH:7][C:6]=1[N:11]1[CH:19]=[N:18][C:17]2[C:12]1=[N:13][C:14]([C:1]#[N:2])=[N:15][C:16]=2[N:20]1[CH2:21][CH2:22][O:23][CH2:24][CH2:25]1. (5) Given the reactants [Cl:1][C:2]1[CH:3]=[C:4]2[NH:11][C:10]([CH3:13])([CH3:12])[CH2:9][N:5]2[C:6](=[O:8])[N:7]=1.I[CH:15]([CH3:17])[CH3:16].C([O-])([O-])=O.[Cs+].[Cs+], predict the reaction product. The product is: [Cl:1][C:2]1[CH:3]=[C:4]2[N:11]([CH:15]([CH3:17])[CH3:16])[C:10]([CH3:13])([CH3:12])[CH2:9][N:5]2[C:6](=[O:8])[N:7]=1.